Dataset: Reaction yield outcomes from USPTO patents with 853,638 reactions. Task: Predict the reaction yield, written as a fraction of the theoretical maximum amount of product (1.0 means a 100% yield; for example, 0.34 means a 34% yield). (1) The reactants are [C:1]([C:3]1[CH:10]=[CH:9][C:6]([CH2:7]Br)=[CH:5][CH:4]=1)#[N:2].[C:11]1(=[O:21])[NH:15][C:14](=[O:16])[C:13]2=[CH:17][CH:18]=[CH:19][CH:20]=[C:12]12.[K]. The catalyst is CN(C=O)C.O. The product is [O:16]=[C:14]1[C:13]2[C:12](=[CH:20][CH:19]=[CH:18][CH:17]=2)[C:11](=[O:21])[N:15]1[CH2:7][C:6]1[CH:9]=[CH:10][C:3]([C:1]#[N:2])=[CH:4][CH:5]=1. The yield is 0.880. (2) The reactants are C([O:3][C:4]([C:6]1[N:7]=[N:8][C:9]([O:12][CH2:13][C:14]2[C:15]([C:20]3[CH:25]=[CH:24][C:23]([Cl:26])=[CH:22][N:21]=3)=[N:16][O:17][C:18]=2[CH3:19])=[CH:10][CH:11]=1)=[O:5])C.COC(C1C=NC(OCC2C(C3C=CC(Cl)=CC=3)=NOC=2)=CN=1)=O. No catalyst specified. The product is [Cl:26][C:23]1[CH:24]=[CH:25][C:20]([C:15]2[C:14]([CH2:13][O:12][C:9]3[N:8]=[N:7][C:6]([C:4]([OH:5])=[O:3])=[CH:11][CH:10]=3)=[C:18]([CH3:19])[O:17][N:16]=2)=[N:21][CH:22]=1. The yield is 0.930. (3) The reactants are [Li+].CC([N-]C(C)C)C.[CH3:9][O:10][C:11]1[CH:16]=[CH:15][C:14]([CH:17]([CH2:23][C:24]([O:26][CH3:27])=[O:25])[CH2:18][C:19]([O:21][CH3:22])=[O:20])=[CH:13][CH:12]=1.[NH4+].[Cl-]. The catalyst is C1COCC1. The product is [CH3:9][O:10][C:11]1[CH:12]=[CH:13][C:14]([CH:17]2[CH:23]([C:24]([O:26][CH3:27])=[O:25])[CH:18]2[C:19]([O:21][CH3:22])=[O:20])=[CH:15][CH:16]=1. The yield is 0.440. (4) The reactants are Cl[C:2]1[N:7]=[C:6]([NH:8][C:9]2[CH:14]=[CH:13][C:12]3[O:15][CH2:16][CH2:17][O:18][C:11]=3[CH:10]=2)[C:5]([F:19])=[CH:4][N:3]=1.[NH2:20][C:21]1[CH:22]=[N:23][CH:24]=[CH:25][CH:26]=1.CC(C)([O-])C.[Na+].C1C=CC(P(C2C=CC3C(=CC=CC=3)C=2C2C3C(=CC=CC=3)C=CC=2P(C2C=CC=CC=2)C2C=CC=CC=2)C2C=CC=CC=2)=CC=1.C(N(CC)C(C)C)(C)C. The catalyst is C1(C)C=CC=CC=1.C([O-])(=O)C.[Pd+2].C([O-])(=O)C. The product is [CH2:17]1[CH2:16][O:15][C:12]2[CH:13]=[CH:14][C:9]([NH:8][C:6]3[C:5]([F:19])=[CH:4][N:3]=[C:2]([NH:20][C:21]4[CH:22]=[N:23][CH:24]=[CH:25][CH:26]=4)[N:7]=3)=[CH:10][C:11]=2[O:18]1. The yield is 0.140. (5) The reactants are [Br:1][C:2]1[C:3](F)=[C:4]2[C:10]([NH:11][C:12]([CH:14]3[CH2:18][CH2:17][CH2:16][O:15]3)=[O:13])=[CH:9][NH:8][C:5]2=[N:6][CH:7]=1.[NH:20]1[CH2:25][CH2:24][CH2:23][C@@H:22]([NH:26][C:27](=[O:33])[O:28][C:29]([CH3:32])([CH3:31])[CH3:30])[CH2:21]1.C(N(C(C)C)C(C)C)C. The catalyst is CCCCO. The product is [Br:1][C:2]1[C:3]([N:20]2[CH2:25][CH2:24][CH2:23][C@@H:22]([NH:26][C:27](=[O:33])[O:28][C:29]([CH3:31])([CH3:30])[CH3:32])[CH2:21]2)=[C:4]2[C:10]([NH:11][C:12]([CH:14]3[CH2:18][CH2:17][CH2:16][O:15]3)=[O:13])=[CH:9][NH:8][C:5]2=[N:6][CH:7]=1. The yield is 0.290. (6) The product is [NH2:19][C:17]1[CH:18]=[C:9]([NH:8][C:6]([O:5][C:1]([CH3:4])([CH3:3])[CH3:2])=[O:7])[CH:10]=[C:11]2[C:16]=1[N:15]=[CH:14][CH:13]=[CH:12]2. The catalyst is CO.[Pd]. The yield is 0.920. The reactants are [C:1]([O:5][C:6]([NH:8][C:9]1[CH:10]=[C:11]2[C:16](=[C:17]([N+:19]([O-])=O)[CH:18]=1)[N:15]=[CH:14][CH:13]=[CH:12]2)=[O:7])([CH3:4])([CH3:3])[CH3:2]. (7) The reactants are Br[C:2]1[CH:7]=[C:6]([CH3:8])[C:5]([Br:9])=[CH:4][C:3]=1[CH3:10].[C:11]1(B(O)O)[CH:16]=[CH:15][CH:14]=[CH:13][CH:12]=1.C(=O)([O-])[O-].[K+].[K+]. The catalyst is C1(C)C=CC=CC=1. The product is [Br:9][C:5]1[CH:4]=[C:3]([CH3:10])[C:2]([C:11]2[CH:16]=[CH:15][CH:14]=[CH:13][CH:12]=2)=[CH:7][C:6]=1[CH3:8].[C:11]1([C:2]2[CH:7]=[C:6]([CH3:8])[C:5]([C:2]3[CH:7]=[CH:6][CH:5]=[CH:4][CH:3]=3)=[CH:4][C:3]=2[CH3:10])[CH:16]=[CH:15][CH:14]=[CH:13][CH:12]=1. The yield is 0.521. (8) The reactants are [F:1][C:2]1[CH:3]=[C:4]([C@:15]([NH:30][CH:31]=O)([C:23]2[CH:28]=[CH:27][C:26]([F:29])=[CH:25][CH:24]=2)[CH2:16][C:17]2[CH:22]=[CH:21][CH:20]=[CH:19][CH:18]=2)[CH:5]=[C:6]([O:8][C:9]([F:14])([F:13])[CH:10]([F:12])[F:11])[CH:7]=1.C(N(CC)CC)C.O=P(Cl)(Cl)Cl. The catalyst is C(Cl)Cl.CCOC(C)=O. The product is [F:1][C:2]1[CH:7]=[C:6]([O:8][C:9]([F:14])([F:13])[CH:10]([F:12])[F:11])[CH:5]=[C:4]([C@@:15]([C:23]2[CH:28]=[CH:27][C:26]([F:29])=[CH:25][CH:24]=2)([N+:30]#[C-:31])[CH2:16][C:17]2[CH:22]=[CH:21][CH:20]=[CH:19][CH:18]=2)[CH:3]=1. The yield is 0.870.